Dataset: Forward reaction prediction with 1.9M reactions from USPTO patents (1976-2016). Task: Predict the product of the given reaction. (1) Given the reactants [CH2:1]([NH:4][CH:5]1[CH2:10][CH2:9][N:8]([C:11](=[O:16])[C:12]([F:15])([F:14])[F:13])[CH2:7][CH2:6]1)[C:2]#[CH:3].[C:17](O[C:17]([O:19][C:20]([CH3:23])([CH3:22])[CH3:21])=[O:18])([O:19][C:20]([CH3:23])([CH3:22])[CH3:21])=[O:18], predict the reaction product. The product is: [CH2:1]([N:4]([CH:5]1[CH2:10][CH2:9][N:8]([C:11](=[O:16])[C:12]([F:13])([F:14])[F:15])[CH2:7][CH2:6]1)[C:17](=[O:18])[O:19][C:20]([CH3:23])([CH3:22])[CH3:21])[C:2]#[CH:3]. (2) Given the reactants [F:1][C:2]1[CH:10]=[C:9]2[C:5]([CH:6]([CH2:12][CH2:13][CH2:14][CH2:15]OS(C)(=O)=O)[C:7](=[O:11])[NH:8]2)=[CH:4][CH:3]=1.[N:21]1[CH:26]=[CH:25][CH:24]=[CH:23][C:22]=1[N:27]1[CH2:32][CH2:31][NH:30][CH2:29][CH2:28]1, predict the reaction product. The product is: [F:1][C:2]1[CH:10]=[C:9]2[C:5]([CH:6]([CH2:12][CH2:13][CH2:14][CH2:15][N:30]3[CH2:31][CH2:32][N:27]([C:22]4[CH:23]=[CH:24][CH:25]=[CH:26][N:21]=4)[CH2:28][CH2:29]3)[C:7](=[O:11])[NH:8]2)=[CH:4][CH:3]=1. (3) Given the reactants [N:1]1([CH2:6][CH2:7][CH2:8][C:9]2[CH:10]=[C:11]([OH:15])[CH:12]=[CH:13][CH:14]=2)[CH:5]=[CH:4][N:3]=[N:2]1.[H-].[Na+].Cl[CH2:19][C:20]1[N:21]=[C:22](/[CH:25]=[CH:26]/[C:27]2[CH:32]=[CH:31][C:30]([F:33])=[CH:29][CH:28]=2)[O:23][CH:24]=1, predict the reaction product. The product is: [F:33][C:30]1[CH:31]=[CH:32][C:27](/[CH:26]=[CH:25]/[C:22]2[O:23][CH:24]=[C:20]([CH2:19][O:15][C:11]3[CH:10]=[C:9]([CH2:8][CH2:7][CH2:6][N:1]4[CH:5]=[CH:4][N:3]=[N:2]4)[CH:14]=[CH:13][CH:12]=3)[N:21]=2)=[CH:28][CH:29]=1. (4) Given the reactants [N:1]1[C:9]2[C:4](=[N:5][CH:6]=[CH:7][CH:8]=2)[N:3]([C:10]2[CH:15]=[CH:14][C:13]([C:16](=[O:20])[C:17]([OH:19])=O)=[CH:12][CH:11]=2)[CH:2]=1.CN(C(ON1N=NC2C=CC=NC1=2)=[N+](C)C)C.F[P-](F)(F)(F)(F)F.C(N(CC)CC)C.[C:52]([C:56]1[CH:57]=[C:58]([NH2:68])[N:59]([C:61]2[CH:66]=[CH:65][C:64]([CH3:67])=[CH:63][CH:62]=2)[N:60]=1)([CH3:55])([CH3:54])[CH3:53], predict the reaction product. The product is: [C:52]([C:56]1[CH:57]=[C:58]([NH:68][C:17](=[O:19])[C:16]([C:13]2[CH:12]=[CH:11][C:10]([N:3]3[C:4]4=[N:5][CH:6]=[CH:7][CH:8]=[C:9]4[N:1]=[CH:2]3)=[CH:15][CH:14]=2)=[O:20])[N:59]([C:61]2[CH:62]=[CH:63][C:64]([CH3:67])=[CH:65][CH:66]=2)[N:60]=1)([CH3:55])([CH3:54])[CH3:53]. (5) Given the reactants [Cl:1][C:2]1[CH:23]=[C:22]([C:24]([F:27])([F:26])[F:25])[CH:21]=[CH:20][C:3]=1[CH2:4][N:5]1[C:9](/[CH:10]=[CH:11]/[C:12](O)=[O:13])=[CH:8][C:7]([O:15][CH2:16][CH2:17][O:18][CH3:19])=[N:6]1.[CH2:28]([S:33]([NH2:36])(=[O:35])=[O:34])[CH2:29][CH2:30][CH2:31][CH3:32].N12CCCN=C1CCCCC2.Cl, predict the reaction product. The product is: [Cl:1][C:2]1[CH:23]=[C:22]([C:24]([F:27])([F:25])[F:26])[CH:21]=[CH:20][C:3]=1[CH2:4][N:5]1[C:9](/[CH:10]=[CH:11]/[C:12]([NH:36][S:33]([CH2:28][CH2:29][CH2:30][CH2:31][CH3:32])(=[O:35])=[O:34])=[O:13])=[CH:8][C:7]([O:15][CH2:16][CH2:17][O:18][CH3:19])=[N:6]1. (6) Given the reactants [CH3:1][C:2]1[CH:3]=[CH:4][C:5]2[CH2:6][C:7]3[C:20]([C:21](=O)[C:22]=2[CH:23]=1)=[CH:19][C:18]1[C:17](=O)[C:16]2[C:11](=[CH:12][CH:13]=[C:14]([CH3:26])[CH:15]=2)[CH2:10][C:9]=1[CH:8]=3, predict the reaction product. The product is: [CH3:26][C:14]1[CH:13]=[CH:12][C:11]2[C:16](=[CH:17][C:18]3[C:9]([CH:10]=2)=[CH:8][C:7]2[C:20](=[CH:21][C:22]4[C:5]([CH:6]=2)=[CH:4][CH:3]=[C:2]([CH3:1])[CH:23]=4)[CH:19]=3)[CH:15]=1. (7) Given the reactants [BH4-].[Na+].[O:3]=[C:4]1[CH2:7][CH:6]([C:8]([O:10][CH2:11][C:12]2[CH:17]=[CH:16][CH:15]=[CH:14][CH:13]=2)=[O:9])[CH2:5]1, predict the reaction product. The product is: [OH:3][CH:4]1[CH2:7][CH:6]([C:8]([O:10][CH2:11][C:12]2[CH:17]=[CH:16][CH:15]=[CH:14][CH:13]=2)=[O:9])[CH2:5]1. (8) Given the reactants [Si:1]([O:18][CH:19]1[CH2:24][CH2:23][CH:22]([CH:25]=O)[CH2:21][CH2:20]1)([C:14]([CH3:17])([CH3:16])[CH3:15])([C:8]1[CH:13]=[CH:12][CH:11]=[CH:10][CH:9]=1)[C:2]1[CH:7]=[CH:6][CH:5]=[CH:4][CH:3]=1.[N+](=[C:29](P(=O)(OC)OC)C(=O)C)=[N-].C(=O)([O-])[O-].[K+].[K+], predict the reaction product. The product is: [C:14]([Si:1]([O:18][CH:19]1[CH2:24][CH2:23][CH:22]([C:25]#[CH:29])[CH2:21][CH2:20]1)([C:8]1[CH:9]=[CH:10][CH:11]=[CH:12][CH:13]=1)[C:2]1[CH:7]=[CH:6][CH:5]=[CH:4][CH:3]=1)([CH3:15])([CH3:16])[CH3:17]. (9) The product is: [CH3:20][C:21]1[CH:26]=[CH:25][C:24]([C:2]2[C:15]3[C:16]4=[C:17]5[C:12](=[CH:13][CH:14]=3)[CH:11]=[CH:10][C:9]([C:2]3[CH:15]=[CH:16][C:5]([CH3:6])=[CH:4][CH:3]=3)=[C:8]5[CH:7]=[CH:6][C:5]4=[C:4]([C:11]3[CH:10]=[CH:9][C:8]([CH3:7])=[CH:17][CH:12]=3)[CH:3]=2)=[CH:23][CH:22]=1. Given the reactants Br[C:2]1[C:15]2[C:16]3=[C:17]4[C:12](=[CH:13][CH:14]=2)[CH:11]=[CH:10][C:9](Br)=[C:8]4[CH:7]=[CH:6][C:5]3=[C:4](Br)[CH:3]=1.[CH3:20][C:21]1[CH:26]=[CH:25][C:24](B(O)O)=[CH:23][CH:22]=1.P([O-])([O-])([O-])=O.[K+].[K+].[K+].CN(C)C=O, predict the reaction product.